This data is from Reaction yield outcomes from USPTO patents with 853,638 reactions. The task is: Predict the reaction yield, written as a fraction of the theoretical maximum amount of product (1.0 means a 100% yield; for example, 0.34 means a 34% yield). (1) The reactants are [NH2:1][C:2]1[CH:7]=[C:6]([CH3:8])[CH:5]=[CH:4][C:3]=1[NH:9][C:10]([C@H:12]1[CH2:17][C@H:16]([NH:18][C:19]([C:21]2[CH:30]=[CH:29][C:24]3[O:25][CH2:26][CH2:27][O:28][C:23]=3[CH:22]=2)=[O:20])[CH2:15][CH2:14][N:13]1[C:31](OC(C)(C)C)=O)=O.C=O.C([BH3-])#N.[Na+]. The catalyst is C(O)(=O)C.O.CO.C1COCC1. The product is [CH3:31][N:13]1[CH2:14][CH2:15][C@@H:16]([NH:18][C:19]([C:21]2[CH:30]=[CH:29][C:24]3[O:25][CH2:26][CH2:27][O:28][C:23]=3[CH:22]=2)=[O:20])[CH2:17][C@@H:12]1[C:10]1[NH:1][C:2]2[CH:7]=[C:6]([CH3:8])[CH:5]=[CH:4][C:3]=2[N:9]=1. The yield is 0.780. (2) The reactants are [N:1]1[CH:6]=[CH:5][CH:4]=[CH:3][N:2]=1.[Br:7][C:8]1[C:9]([F:16])=[C:10]([CH:13]=[CH:14][CH:15]=1)[CH:11]=[O:12].[Li]N1C(C)(C)CCCC1(C)C.Cl.CCO.C1COCC1.C([O-])(O)=O.[Na+]. The catalyst is C1COCC1. The product is [Br:7][C:8]1[C:9]([F:16])=[C:10]([CH:11]([C:6]2[N:1]=[N:2][CH:3]=[CH:4][CH:5]=2)[OH:12])[CH:13]=[CH:14][CH:15]=1. The yield is 1.00. (3) The reactants are [C:1]([N:9]1[CH2:22][CH2:21][C:20]2[C:19]3[C:18](Br)=[CH:17][CH:16]=[CH:15][C:14]=3[NH:13][C:12]=2[CH2:11][CH2:10]1)(=[O:8])[C:2]1[CH:7]=[CH:6][CH:5]=[CH:4][CH:3]=1.[F:24][C:25]1[CH:26]=[C:27](B(O)O)[CH:28]=[C:29]([F:31])[CH:30]=1.C(=O)([O-])[O-].[Na+].[Na+].CO.C(Cl)(Cl)Cl. The catalyst is C(COC)OC.C1COCC1.C1C=CC([P]([Pd]([P](C2C=CC=CC=2)(C2C=CC=CC=2)C2C=CC=CC=2)([P](C2C=CC=CC=2)(C2C=CC=CC=2)C2C=CC=CC=2)[P](C2C=CC=CC=2)(C2C=CC=CC=2)C2C=CC=CC=2)(C2C=CC=CC=2)C2C=CC=CC=2)=CC=1. The product is [C:1]([N:9]1[CH2:22][CH2:21][C:20]2[C:19]3[C:18]([C:27]4[CH:26]=[C:25]([F:24])[CH:30]=[C:29]([F:31])[CH:28]=4)=[CH:17][CH:16]=[CH:15][C:14]=3[NH:13][C:12]=2[CH2:11][CH2:10]1)(=[O:8])[C:2]1[CH:7]=[CH:6][CH:5]=[CH:4][CH:3]=1. The yield is 1.00. (4) The reactants are [C:1]([O:5][C:6]([N:8]1[CH2:13][CH2:12][N:11]([C@@H:14]([C:16]2[CH:17]=[C:18](B(O)O)[C:19]([F:22])=[N:20][CH:21]=2)[CH3:15])[CH2:10][CH2:9]1)=[O:7])([CH3:4])([CH3:3])[CH3:2].Cl[C:27]1[N:32]=[C:31]([CH3:33])[N:30]=[C:29]([N:34]([CH2:44][C:45]2[CH:50]=[CH:49][C:48]([O:51][CH3:52])=[CH:47][CH:46]=2)[CH2:35][C:36]2[CH:41]=[CH:40][C:39]([O:42][CH3:43])=[CH:38][CH:37]=2)[N:28]=1.C([O-])(=O)C.[K+]. The catalyst is O1CCOCC1.O.CC(P(C(C)(C)C)C1C=CC(N(C)C)=CC=1)(C)C.CC(P(C(C)(C)C)C1C=CC(N(C)C)=CC=1)(C)C.Cl[Pd]Cl. The product is [CH3:52][O:51][C:48]1[CH:47]=[CH:46][C:45]([CH2:44][N:34]([CH2:35][C:36]2[CH:37]=[CH:38][C:39]([O:42][CH3:43])=[CH:40][CH:41]=2)[C:29]2[N:30]=[C:31]([CH3:33])[N:32]=[C:27]([C:18]3[CH:17]=[C:16]([C@H:14]([N:11]4[CH2:12][CH2:13][N:8]([C:6]([O:5][C:1]([CH3:4])([CH3:3])[CH3:2])=[O:7])[CH2:9][CH2:10]4)[CH3:15])[CH:21]=[N:20][C:19]=3[F:22])[N:28]=2)=[CH:50][CH:49]=1. The yield is 0.790. (5) The reactants are [F:1][C:2]1[C:3]([CH:9]2[CH2:13][CH2:12][CH2:11][O:10]2)=[C:4]([CH:6]=[CH:7][CH:8]=1)[NH2:5].[Br:14]N1C(=O)CCC1=O. The catalyst is C(OC)(C)(C)C.C(#N)C.CCCCCC. The product is [Br:14][C:8]1[CH:7]=[CH:6][C:4]([NH2:5])=[C:3]([CH:9]2[CH2:13][CH2:12][CH2:11][O:10]2)[C:2]=1[F:1]. The yield is 0.900.